Predict the reactants needed to synthesize the given product. From a dataset of Full USPTO retrosynthesis dataset with 1.9M reactions from patents (1976-2016). (1) Given the product [NH:14]([C:2]1[N:7]=[C:6]2[CH2:8][CH2:9][CH2:10][CH2:11][CH2:12][CH2:13][C:5]2=[CH:4][CH:3]=1)[NH2:15], predict the reactants needed to synthesize it. The reactants are: Cl[C:2]1[N:7]=[C:6]2[CH2:8][CH2:9][CH2:10][CH2:11][CH2:12][CH2:13][C:5]2=[CH:4][CH:3]=1.[NH2:14][NH2:15]. (2) Given the product [Cl:1][C:2]1[CH:3]=[N:4][C:5]2[C:10]([C:11]=1[N:12]1[CH2:17][CH2:16][N:15]([CH2:18][CH2:19][NH:20][CH2:41][C:38]3[CH:39]=[CH:40][C:34]4[S:33][CH2:32][C:31](=[O:30])[NH:36][C:35]=4[N:37]=3)[CH2:14][CH2:13]1)=[CH:9][C:8]([O:21][CH3:22])=[CH:7][CH:6]=2, predict the reactants needed to synthesize it. The reactants are: [Cl:1][C:2]1[CH:3]=[N:4][C:5]2[C:10]([C:11]=1[N:12]1[CH2:17][CH2:16][N:15]([CH2:18][CH2:19][NH2:20])[CH2:14][CH2:13]1)=[CH:9][C:8]([O:21][CH3:22])=[CH:7][CH:6]=2.[O-]S([O-])(=O)=O.[Na+].[Na+].[O:30]=[C:31]1[NH:36][C:35]2[N:37]=[C:38]([CH:41]=O)[CH:39]=[CH:40][C:34]=2[S:33][CH2:32]1.[BH4-].[Na+]. (3) Given the product [N:27]1([C:2]2[CH:3]=[CH:4][C:5]3[N:6]([CH:8]=[C:9]([NH:11][C:12]([C:14]4[CH:19]=[CH:18][C:17]([C:20]([CH3:25])([CH3:26])[C:21]([OH:23])=[O:22])=[CH:16][CH:15]=4)=[O:13])[N:10]=3)[CH:7]=2)[CH:31]=[CH:30][N:29]=[CH:28]1, predict the reactants needed to synthesize it. The reactants are: I[C:2]1[CH:3]=[CH:4][C:5]2[N:6]([CH:8]=[C:9]([NH:11][C:12]([C:14]3[CH:19]=[CH:18][C:17]([C:20]([CH3:26])([CH3:25])[C:21]([O:23]C)=[O:22])=[CH:16][CH:15]=3)=[O:13])[N:10]=2)[CH:7]=1.[NH:27]1[CH:31]=[CH:30][N:29]=[CH:28]1.C(=O)([O-])[O-].[K+].[K+]. (4) The reactants are: [CH3:1][O:2][C:3]1[CH:4]=[C:5]2[C:10](=[CH:11][CH:12]=1)[C:9]([O:13][C:14]1[CH:19]=[CH:18][C:17]([O:20][CH2:21][CH2:22][N:23]3[CH2:28][CH2:27][CH2:26][CH2:25][CH2:24]3)=[CH:16][CH:15]=1)=[C:8]([C:29]1[CH:34]=[CH:33][C:32](C(=O)C)=[CH:31][CH:30]=1)[CH:7]=[CH:6]2.C[Mg]Br. Given the product [CH3:1][O:2][C:3]1[CH:4]=[C:5]2[C:10](=[CH:11][CH:12]=1)[C:9]([O:13][C:14]1[CH:19]=[CH:18][C:17]([O:20][CH2:21][CH2:22][N:23]3[CH2:28][CH2:27][CH2:26][CH2:25][CH2:24]3)=[CH:16][CH:15]=1)=[C:8]([C:29]1[CH:34]=[CH:33][C:32]([CH2:12][CH:3]([OH:2])[CH3:4])=[CH:31][CH:30]=1)[CH:7]=[CH:6]2, predict the reactants needed to synthesize it. (5) Given the product [F:1][C:2]1[CH:7]=[CH:6][C:5]([CH2:8][C:9]2[CH:18]=[C:17]3[C:12]([C:13]([OH:34])=[C:14]([C:21]([NH:23][CH2:24][CH2:25][P:26](=[O:27])([OH:33])[OH:30])=[O:22])[C:15](=[O:20])[N:16]3[CH3:19])=[N:11][CH:10]=2)=[CH:4][CH:3]=1, predict the reactants needed to synthesize it. The reactants are: [F:1][C:2]1[CH:7]=[CH:6][C:5]([CH2:8][C:9]2[CH:18]=[C:17]3[C:12]([C:13]([OH:34])=[C:14]([C:21]([NH:23][CH2:24][CH2:25][P:26](=[O:33])([O:30]CC)[O:27]CC)=[O:22])[C:15](=[O:20])[N:16]3[CH3:19])=[N:11][CH:10]=2)=[CH:4][CH:3]=1. (6) The reactants are: [CH2:1]([O:3][C:4]([C:6]1[C:7](=[O:31])[C:8]2[C:13]([C:14]=1[C:15]1[CH:20]=[CH:19][CH:18]=[CH:17][CH:16]=1)=[CH:12][CH:11]=[C:10]([O:21][CH2:22][CH2:23][CH2:24][C:25]1[CH:30]=[CH:29][CH:28]=[CH:27][CH:26]=1)[CH:9]=2)=[O:5])C.C1(C)C=CC(S(O)(=O)=O)=CC=1. Given the product [CH3:1][O:3][C:4]([C:6]1[C:7](=[O:31])[C:8]2[C:13]([C:14]=1[C:15]1[CH:20]=[CH:19][CH:18]=[CH:17][CH:16]=1)=[CH:12][CH:11]=[C:10]([O:21][CH2:22][CH2:23][CH2:24][C:25]1[CH:26]=[CH:27][CH:28]=[CH:29][CH:30]=1)[CH:9]=2)=[O:5], predict the reactants needed to synthesize it. (7) Given the product [Cl:11][C:12]1[CH:17]=[C:16]([O:9][C:5]2[C:6]([CH3:8])=[N:7][C:2]([I:1])=[CH:3][C:4]=2[CH3:10])[CH:15]=[CH:14][N:13]=1, predict the reactants needed to synthesize it. The reactants are: [I:1][C:2]1[N:7]=[C:6]([CH3:8])[C:5]([OH:9])=[C:4]([CH3:10])[CH:3]=1.[Cl:11][C:12]1[CH:17]=[C:16](Cl)[CH:15]=[CH:14][N:13]=1.C([O-])([O-])=O.[K+].[K+].CCOC(C)=O.